Dataset: Catalyst prediction with 721,799 reactions and 888 catalyst types from USPTO. Task: Predict which catalyst facilitates the given reaction. (1) Product: [C:35]([N:3]1[CH2:4][CH2:9][CH2:10][CH2:11][CH:2]1[O:24][C:6]1[CH:7]=[CH:8][C:9]2[C:10]3[N:14]([CH2:15][C:16]([CH3:19])([OH:18])[CH3:17])[C:13]([CH2:20][O:21][CH2:22][CH3:23])=[N:12][C:11]=3[C:2]([NH2:1])=[N:3][C:4]=2[CH:5]=1)(=[O:37])[CH3:36]. The catalyst class is: 4. Reactant: [NH2:1][C:2]1[C:11]2[N:12]=[C:13]([CH2:20][O:21][CH2:22][CH3:23])[N:14]([CH2:15][C:16]([CH3:19])([OH:18])[CH3:17])[C:10]=2[C:9]2[CH:8]=[CH:7][C:6]([O:24]N3CCCCC3)=[CH:5][C:4]=2[N:3]=1.C(O[C:35](=[O:37])[CH3:36])(=O)C. (2) Reactant: [H-].[Na+].[C:3]([O:9][CH2:10][CH3:11])(=[O:8])[CH2:4][C:5](C)=O.CS(C1[N:17]=[N:18][C:19]([C:28]2[CH:33]=[CH:32][CH:31]=[CH:30][CH:29]=2)=[C:20]([C:22]2[CH:27]=[CH:26][CH:25]=[CH:24][CH:23]=2)[N:21]=1)(=O)=O. Product: [C:22]1([C:20]2[N:21]=[C:5]([CH2:4][C:3]([O:9][CH2:10][CH3:11])=[O:8])[N:17]=[N:18][C:19]=2[C:28]2[CH:33]=[CH:32][CH:31]=[CH:30][CH:29]=2)[CH:23]=[CH:24][CH:25]=[CH:26][CH:27]=1. The catalyst class is: 1.